The task is: Predict the product of the given reaction.. This data is from Forward reaction prediction with 1.9M reactions from USPTO patents (1976-2016). (1) Given the reactants Br[CH2:2][C:3]1[CH:12]=[CH:11][C:6]([C:7]([O:9][CH3:10])=[O:8])=[CH:5][CH:4]=1.[F-:13].[K+].[Cl-].[NH4+], predict the reaction product. The product is: [F:13][CH2:2][C:3]1[CH:12]=[CH:11][C:6]([C:7]([O:9][CH3:10])=[O:8])=[CH:5][CH:4]=1. (2) Given the reactants [C:1]([O:5][C:6]1[CH:13]=[CH:12][C:9]([CH:10]=[CH2:11])=[CH:8][CH:7]=1)([CH3:4])([CH3:3])[CH3:2].[CH2:14]=[CH:15][C:16]1[CH:21]=[CH:20][CH:19]=[CH:18][CH:17]=1.N(C(C)(C)C#N)=NC(C)(C)C#N, predict the reaction product. The product is: [C:1]([O:5][C:6]1[CH:7]=[CH:8][C:9]([CH:10]=[CH2:11])=[CH:12][CH:13]=1)([CH3:4])([CH3:2])[CH3:3].[CH2:14]=[CH:15][C:16]1[CH:21]=[CH:20][CH:19]=[CH:18][CH:17]=1. (3) The product is: [NH2:26][C:29]1[CH:34]=[CH:33][C:32]([C:35]2[S:39][C:38]([C:40]34[CH2:49][CH:44]5[CH2:45][CH:46]([CH2:48][C:42]([C:50]([O:52][CH3:53])=[O:51])([CH2:43]5)[CH2:41]3)[CH2:47]4)=[N:37][CH:36]=2)=[CH:31][CH:30]=1. Given the reactants CC1OC(CC2CCC(C3SC(C4C=CC(N)=CC=4)=CN=3)CC2)=NN=1.[N+:26]([C:29]1[CH:34]=[CH:33][C:32]([C:35]2[S:39][C:38]([C:40]34[CH2:49][CH:44]5[CH2:45][CH:46]([CH2:48][C:42]([C:50]([O:52][CH3:53])=[O:51])([CH2:43]5)[CH2:41]3)[CH2:47]4)=[N:37][CH:36]=2)=[CH:31][CH:30]=1)([O-])=O, predict the reaction product.